From a dataset of Peptide-MHC class I binding affinity with 185,985 pairs from IEDB/IMGT. Regression. Given a peptide amino acid sequence and an MHC pseudo amino acid sequence, predict their binding affinity value. This is MHC class I binding data. (1) The peptide sequence is LIMEFNSLL. The MHC is HLA-B46:01 with pseudo-sequence HLA-B46:01. The binding affinity (normalized) is 0.0847. (2) The peptide sequence is LRIVIYIVQML. The MHC is Mamu-A07 with pseudo-sequence Mamu-A07. The binding affinity (normalized) is 0.0612. (3) The peptide sequence is FMRERQLPQ. The MHC is HLA-A01:01 with pseudo-sequence HLA-A01:01. The binding affinity (normalized) is 0.213. (4) The peptide sequence is KFHGRRATF. The binding affinity (normalized) is 0.551. The MHC is HLA-A24:02 with pseudo-sequence HLA-A24:02.